From a dataset of CYP2C9 substrate classification data from Carbon-Mangels et al.. Regression/Classification. Given a drug SMILES string, predict its absorption, distribution, metabolism, or excretion properties. Task type varies by dataset: regression for continuous measurements (e.g., permeability, clearance, half-life) or binary classification for categorical outcomes (e.g., BBB penetration, CYP inhibition). Dataset: cyp2c9_substrate_carbonmangels. (1) The drug is Cc1ccnc2c1NC(=O)c1cccnc1N2C1CC1. The result is 1 (substrate). (2) The drug is CCCCN(CCCC)C[C@@H](O)c1cc(Cl)cc2c1-c1ccc(Cl)cc1/C2=C\c1ccc(Cl)cc1. The result is 0 (non-substrate). (3) The drug is CCC1(c2ccccc2)C(=O)NCNC1=O. The result is 0 (non-substrate). (4) The molecule is O=C1c2ccccc2C(=O)c2ccccc21. The result is 0 (non-substrate). (5) The drug is COc1cccc([C@@]2(O)CCCC[C@@H]2CN(C)C)c1. The result is 0 (non-substrate). (6) The molecule is COCCOC(=O)C1=C(C)NC(C)=C(C(=O)OC/C=C/c2ccccc2)[C@H]1c1cccc([N+](=O)[O-])c1. The result is 0 (non-substrate). (7) The drug is FC(F)O[C@@H](Cl)C(F)(F)F. The result is 0 (non-substrate). (8) The compound is CC(=O)CCCCn1c(=O)c2c(ncn2C)n(C)c1=O. The result is 0 (non-substrate).